This data is from Clinical trial toxicity outcomes and FDA approval status for drugs. The task is: Regression/Classification. Given a drug SMILES string, predict its toxicity properties. Task type varies by dataset: regression for continuous values (e.g., LD50, hERG inhibition percentage) or binary classification for toxic/non-toxic outcomes (e.g., AMES mutagenicity, cardiotoxicity, hepatotoxicity). Dataset: clintox. (1) The compound is C#N. The result is 0 (passed clinical trial). (2) The molecule is C[NH2+]CC[C@@H](Oc1ccccc1C)c1ccccc1. The result is 0 (passed clinical trial). (3) The drug is CC(=O)Oc1cc2c(s1)CC[NH+](C(C(=O)C1CC1)c1ccccc1F)C2. The result is 0 (passed clinical trial). (4) The molecule is [Se]. The result is 1 (failed clinical trial for toxicity). (5) The compound is CC1(C)O[C@@H]2C[C@H]3[C@@H]4CCC5=CC(=O)CC[C@]5(C)[C@@]4(F)[C@@H](O)C[C@]3(C)[C@]2(C(=O)CCl)O1. The result is 0 (passed clinical trial).